The task is: Predict the reaction yield, written as a fraction of the theoretical maximum amount of product (1.0 means a 100% yield; for example, 0.34 means a 34% yield).. This data is from Reaction yield outcomes from USPTO patents with 853,638 reactions. (1) The reactants are C([O:3][C:4]([C:6]1[C:7]([C:12]2[CH:17]=[CH:16][C:15]([Cl:18])=[CH:14][N:13]=2)=[N:8][O:9][C:10]=1[CH3:11])=O)C.C(OC(C1C(C2C=CC(F)=CN=2)=NOC=1C)=O)C. No catalyst specified. The product is [Cl:18][C:15]1[CH:16]=[CH:17][C:12]([C:7]2[C:6]([CH2:4][OH:3])=[C:10]([CH3:11])[O:9][N:8]=2)=[N:13][CH:14]=1. The yield is 0.730. (2) The product is [C:6]([C@@H:5]([CH2:1][CH:2]([CH3:4])[CH3:3])[CH2:35][C:36]([OH:38])=[O:37])#[N:7]. The yield is 0.175. The reactants are [CH2:1]([CH:5](CC#N)[C:6]#[N:7])[CH:2]([CH3:4])[CH3:3].P([O-])([O-])([O-])=O.[K+].[K+].[K+].C(N([CH2:35][C:36]([OH:38])=[O:37])[CH2:35][C:36]([OH:38])=[O:37])CN([CH2:35][C:36]([OH:38])=[O:37])[CH2:35][C:36]([OH:38])=[O:37].SC[C@H]([C@@H](CS)O)O. The catalyst is P([O-])([O-])([O-])=O. (3) The reactants are [Br:1][C:2]1[CH:24]=[CH:23][C:5]2[C:6]3[N:10](CCO[C:4]=2[CH:3]=1)[CH:9]=[C:8]([C:14]1[N:15]([CH:20]([CH3:22])[CH3:21])[N:16]=[C:17]([CH3:19])[N:18]=1)[N:7]=3.Cl.BrC1C=CC(C(N)=N)=C([F:36])C=1.C(=O)([O-])O.[K+].BrCC(C1N(C(C)C)N=C(C)N=1)=O. The catalyst is C1COCC1.O. The product is [Br:1][C:2]1[CH:24]=[CH:23][C:5]([C:6]2[NH:10][CH:9]=[C:8]([C:14]3[N:15]([CH:20]([CH3:22])[CH3:21])[N:16]=[C:17]([CH3:19])[N:18]=3)[N:7]=2)=[C:4]([F:36])[CH:3]=1. The yield is 0.790.